Dataset: Full USPTO retrosynthesis dataset with 1.9M reactions from patents (1976-2016). Task: Predict the reactants needed to synthesize the given product. The reactants are: [CH:1]1([NH:4][C:5](=[O:18])[C:6]2[C:11]([O:12][CH2:13][C@@H:14]3[CH2:16][O:15]3)=[CH:10][CH:9]=[CH:8][C:7]=2F)[CH2:3][CH2:2]1.[Cl:19][C:20]1[CH:33]=[CH:32][C:23]([CH2:24][N:25]2[CH2:30][CH2:29][CH:28]([NH2:31])[CH2:27][CH2:26]2)=[CH:22][CH:21]=1. Given the product [Cl:19][C:20]1[CH:21]=[CH:22][C:23]([CH2:24][N:25]2[CH2:26][CH2:27][CH:28]([NH:31][CH2:16][C@H:14]([OH:15])[CH2:13][O:12][C:11]3[CH:10]=[CH:9][CH:8]=[CH:7][C:6]=3[C:5]([NH:4][CH:1]3[CH2:3][CH2:2]3)=[O:18])[CH2:29][CH2:30]2)=[CH:32][CH:33]=1, predict the reactants needed to synthesize it.